Dataset: Full USPTO retrosynthesis dataset with 1.9M reactions from patents (1976-2016). Task: Predict the reactants needed to synthesize the given product. (1) Given the product [N+:1](/[CH:4]=[CH:14]/[CH:15]1[CH2:27][CH2:26][CH2:19][CH2:18][O:17]1)([O-:3])=[O:2], predict the reactants needed to synthesize it. The reactants are: [N+:1]([CH3:4])([O-:3])=[O:2].CN(C)C(N(C)C)=N.F[C:14](F)(F)[C:15]([O:17][C:18](=O)[C:19](F)(F)F)=O.[CH2:26](N(CC)CC)[CH3:27]. (2) Given the product [C:1]([C:3]1[CH:4]=[CH:5][C:6]([CH:9]2[CH2:14][CH2:13][N:12]([C:15]([C:17]3[CH:18]=[CH:19][C:20]([CH3:32])=[C:21]([NH:23][S:24]([CH2:27][C:28]([OH:30])=[O:29])(=[O:26])=[O:25])[CH:22]=3)=[O:16])[CH2:11][CH2:10]2)=[CH:7][CH:8]=1)#[N:2], predict the reactants needed to synthesize it. The reactants are: [C:1]([C:3]1[CH:8]=[CH:7][C:6]([CH:9]2[CH2:14][CH2:13][N:12]([C:15]([C:17]3[CH:18]=[CH:19][C:20]([CH3:32])=[C:21]([NH:23][S:24]([CH2:27][C:28]([O:30]C)=[O:29])(=[O:26])=[O:25])[CH:22]=3)=[O:16])[CH2:11][CH2:10]2)=[CH:5][CH:4]=1)#[N:2].[OH-].[Na+].Cl. (3) Given the product [Cl:1][C:2]1[S:6][C:5]([C:7]([NH:9][CH2:10][CH:11]2[O:15][C:14](=[O:16])[N:13]([C:17]3[CH:22]=[CH:21][C:20]([N:23]4[CH2:34][CH2:33][CH2:32][CH2:24]4)=[CH:19][CH:18]=3)[CH2:12]2)=[O:8])=[CH:4][CH:3]=1, predict the reactants needed to synthesize it. The reactants are: [Cl:1][C:2]1[S:6][C:5]([C:7]([NH:9][CH2:10][CH:11]2[O:15][C:14](=[O:16])[N:13]([C:17]3[CH:22]=[CH:21][C:20]([N:23]4[CH2:34][CH2:33][CH2:32][C@H:24]4C(OC(C)(C)C)=O)=[CH:19][CH:18]=3)[CH2:12]2)=[O:8])=[CH:4][CH:3]=1. (4) Given the product [Cl:1][C:2]1[CH:27]=[CH:26][C:5]([CH2:6][N:7]2[C:12](=[O:13])[C:11]([CH:28]([CH3:32])[CH3:29])=[N:10][N:9]([C:15]3[CH:16]=[C:17]([NH:21][C:22](=[O:24])[CH3:23])[CH:18]=[CH:19][CH:20]=3)[C:8]2=[O:25])=[CH:4][CH:3]=1, predict the reactants needed to synthesize it. The reactants are: [Cl:1][C:2]1[CH:27]=[CH:26][C:5]([CH2:6][N:7]2[C:12](=[O:13])[C:11](Br)=[N:10][N:9]([C:15]3[CH:16]=[C:17]([NH:21][C:22](=[O:24])[CH3:23])[CH:18]=[CH:19][CH:20]=3)[C:8]2=[O:25])=[CH:4][CH:3]=1.[CH2:28]1[CH2:32]OC[CH2:29]1.C(COC)OC.[Cl-].C([Zn+])(C)C. (5) Given the product [OH:17][CH2:18][CH2:19][CH2:20][C:21]1[C:22]2[CH2:32][CH2:31][CH2:30][CH2:29][CH2:28][C:23]=2[NH:24][C:25]=1/[CH:26]=[C:11]1\[C:12](=[O:16])[NH:13][C:14]2[C:10]\1=[CH:9][CH:8]=[C:7]([C:1]1[CH:2]=[CH:3][CH:4]=[CH:5][CH:6]=1)[CH:15]=2, predict the reactants needed to synthesize it. The reactants are: [C:1]1([C:7]2[CH:15]=[C:14]3[C:10]([CH2:11][C:12](=[O:16])[NH:13]3)=[CH:9][CH:8]=2)[CH:6]=[CH:5][CH:4]=[CH:3][CH:2]=1.[OH:17][CH2:18][CH2:19][CH2:20][C:21]1[C:22]2[CH2:32][CH2:31][CH2:30][CH2:29][CH2:28][C:23]=2[NH:24][C:25]=1[CH:26]=O.N1CCCCC1. (6) Given the product [CH:1]([O:4][C:5]1[C:14]2[C:9](=[CH:10][C:11]([N:34]3[CH2:35][CH2:36][N:31]([CH3:30])[CH2:32][CH2:33]3)=[CH:12][CH:13]=2)[CH:8]=[C:7]([NH:23][C:24]2[CH:28]=[C:27]([CH3:29])[NH:26][N:25]=2)[N:6]=1)([CH3:3])[CH3:2], predict the reactants needed to synthesize it. The reactants are: [CH:1]([O:4][C:5]1[C:14]2[C:9](=[CH:10][C:11](OS(C(F)(F)F)(=O)=O)=[CH:12][CH:13]=2)[CH:8]=[C:7]([NH:23][C:24]2[CH:28]=[C:27]([CH3:29])[NH:26][N:25]=2)[N:6]=1)([CH3:3])[CH3:2].[CH3:30][N:31]1[CH2:36][CH2:35][NH:34][CH2:33][CH2:32]1.